Dataset: Reaction yield outcomes from USPTO patents with 853,638 reactions. Task: Predict the reaction yield, written as a fraction of the theoretical maximum amount of product (1.0 means a 100% yield; for example, 0.34 means a 34% yield). (1) The reactants are [NH2:1][C:2]1[CH:3]=[C:4]([CH:8]=[C:9]([CH:11]([CH3:15])[CH:12]([CH3:14])[CH3:13])[CH:10]=1)[C:5]([OH:7])=[O:6].[CH3:16][O:17][C:18]1[N:23]=[C:22]([O:24][CH3:25])[C:21]([C:26]2[CH:35]=[C:34]3[C:29]([C:30](Cl)=[C:31]([C:36]([NH2:38])=[O:37])[CH:32]=[N:33]3)=[CH:28][CH:27]=2)=[CH:20][N:19]=1. The catalyst is C(O)(=O)C. The product is [NH2:38][C:36]([C:31]1[CH:32]=[N:33][C:34]2[C:29]([C:30]=1[NH:1][C:2]1[CH:3]=[C:4]([CH:8]=[C:9]([CH:11]([CH3:15])[CH:12]([CH3:14])[CH3:13])[CH:10]=1)[C:5]([OH:7])=[O:6])=[CH:28][CH:27]=[C:26]([C:21]1[C:22]([O:24][CH3:25])=[N:23][C:18]([O:17][CH3:16])=[N:19][CH:20]=1)[CH:35]=2)=[O:37]. The yield is 0.230. (2) The reactants are [S:1]1[CH:5]=[CH:4][N:3]=[C:2]1[CH2:6][OH:7].[H-].[Na+].[Cl:10][C:11]1[CH:16]=[C:15]([N+:17]([O-:19])=[O:18])[CH:14]=[CH:13][C:12]=1F.O. The catalyst is CN(C=O)C. The product is [Cl:10][C:11]1[CH:16]=[C:15]([N+:17]([O-:19])=[O:18])[CH:14]=[CH:13][C:12]=1[O:7][CH2:6][C:2]1[S:1][CH:5]=[CH:4][N:3]=1. The yield is 0.990. (3) The reactants are [CH2:1]([O:3][C:4](=[O:22])[CH2:5][NH:6][CH2:7][CH2:8][NH:9][S:10]([C:13]1[S:14][C:15]2[CH:21]=[CH:20][CH:19]=[CH:18][C:16]=2[N:17]=1)(=[O:12])=[O:11])[CH3:2].[N:23]1([CH2:32][C:33](O)=[O:34])[CH:31]=[C:29]([CH3:30])[C:27](=[O:28])[NH:26][C:24]1=[O:25].C1C=CC2N(O)N=NC=2C=1.C1CCC(N=C=NC2CCCCC2)CC1.C(N(CC)C(C)C)(C)C. The catalyst is CN(C=O)C. The product is [CH2:1]([O:3][C:4](=[O:22])[CH2:5][N:6]([CH2:7][CH2:8][NH:9][S:10]([C:13]1[S:14][C:15]2[CH:21]=[CH:20][CH:19]=[CH:18][C:16]=2[N:17]=1)(=[O:12])=[O:11])[C:33](=[O:34])[CH2:32][N:23]1[CH:31]=[C:29]([CH3:30])[C:27](=[O:28])[NH:26][C:24]1=[O:25])[CH3:2]. The yield is 0.750. (4) The reactants are [C:1]([N:4]1[C:12]2[C:7](=[CH:8][CH:9]=[C:10]([N:13]([CH:24]3[CH2:29][CH2:28][N:27](CCCC4C=CC=CC=4)[CH2:26][CH2:25]3)[C:14](=[O:23])/[CH:15]=[CH:16]/[C:17]3[CH:22]=[CH:21][CH:20]=[CH:19][CH:18]=3)[CH:11]=2)[CH2:6][CH2:5]1)(=[O:3])[CH3:2].C([O-])([O-])=O.[Na+].[Na+].Br[CH:46]([C:51]1[CH:56]=[CH:55][CH:54]=[CH:53][CH:52]=1)[C:47]([O:49][CH3:50])=[O:48].O. The catalyst is CN(C=O)C.C(Cl)Cl. The product is [CH3:50][O:49][C:47](=[O:48])[CH:46]([N:27]1[CH2:28][CH2:29][CH:24]([N:13]([C:10]2[CH:11]=[C:12]3[C:7]([CH2:6][CH2:5][N:4]3[C:1](=[O:3])[CH3:2])=[CH:8][CH:9]=2)[C:14](=[O:23])/[CH:15]=[CH:16]/[C:17]2[CH:22]=[CH:21][CH:20]=[CH:19][CH:18]=2)[CH2:25][CH2:26]1)[C:51]1[CH:56]=[CH:55][CH:54]=[CH:53][CH:52]=1. The yield is 0.840. (5) The reactants are [CH3:1][O:2][C:3]([C:5]1[C:13]2[N:12]=[C:11]([NH2:14])[NH:10][C:9]=2[CH:8]=[CH:7][CH:6]=1)=[O:4].COC(=O)C1C=C([C:24]2[CH:29]=[CH:28][N:27]=[CH:26][CH:25]=2)C=C([N+]([O-])=O)C=1N. No catalyst specified. The product is [CH3:1][O:2][C:3]([C:5]1[C:13]2[N:12]=[C:11]([NH2:14])[NH:10][C:9]=2[CH:8]=[C:7]([C:24]2[CH:29]=[CH:28][N:27]=[CH:26][CH:25]=2)[CH:6]=1)=[O:4]. The yield is 0.500.